Dataset: Reaction yield outcomes from USPTO patents with 853,638 reactions. Task: Predict the reaction yield, written as a fraction of the theoretical maximum amount of product (1.0 means a 100% yield; for example, 0.34 means a 34% yield). (1) The reactants are Cl.[Cl:2][C:3]1[C:4]([F:33])=[C:5]([NH:9][C:10]2[C:19]3[C:14](=[CH:15][C:16]([O:31][CH3:32])=[C:17]([CH2:20][NH:21][C:22]4([C:28]([OH:30])=[O:29])[CH2:27][CH2:26][O:25][CH2:24][CH2:23]4)[CH:18]=3)[N:13]=[CH:12][N:11]=2)[CH:6]=[CH:7][CH:8]=1.[CH:34](=O)[CH3:35].S([O-])([O-])(=O)=O.[Mg+2].C([BH3-])#N.[Na+]. The catalyst is C(OCC)C.CO. The product is [Cl:2][C:3]1[C:4]([F:33])=[C:5]([NH:9][C:10]2[C:19]3[C:14](=[CH:15][C:16]([O:31][CH3:32])=[C:17]([CH2:20][N:21]([CH2:34][CH3:35])[C:22]4([C:28]([OH:30])=[O:29])[CH2:27][CH2:26][O:25][CH2:24][CH2:23]4)[CH:18]=3)[N:13]=[CH:12][N:11]=2)[CH:6]=[CH:7][CH:8]=1. The yield is 0.630. (2) The reactants are FC(F)(F)C1C=C(NC(=O)NC2C=CC(C3SC(CCC(O)=O)=NC=3)=CC=2)C=CC=1.[Cl:31][C:32]1[CH:37]=[CH:36][CH:35]=[CH:34][C:33]=1[NH:38][C:39](=[O:59])[NH:40][C:41]1[CH:46]=[CH:45][C:44]([C:47]2[N:51]=[C:50]([CH2:52][CH2:53][CH2:54][C:55]([O:57]C)=[O:56])[O:49][N:48]=2)=[CH:43][CH:42]=1. No catalyst specified. The product is [Cl:31][C:32]1[CH:37]=[CH:36][CH:35]=[CH:34][C:33]=1[NH:38][C:39](=[O:59])[NH:40][C:41]1[CH:42]=[CH:43][C:44]([C:47]2[N:51]=[C:50]([CH2:52][CH2:53][CH2:54][C:55]([OH:57])=[O:56])[O:49][N:48]=2)=[CH:45][CH:46]=1. The yield is 0.510. (3) The yield is 0.210. The reactants are [CH3:1][C:2]1[N:3]([CH2:11][C:12]2[N:13]=[C:14]([C:17]3[CH:22]=[CH:21][CH:20]=[CH:19][CH:18]=3)[S:15][CH:16]=2)[C:4]([CH3:10])=[CH:5][C:6]=1[C:7](O)=[O:8].Cl.[NH2:24][CH2:25][C:26]1[CH:35]=[C:34]2[C:29]([CH:30]=[CH:31][N:32]=[C:33]2[NH2:36])=[CH:28][CH:27]=1.C1C=CC2N(O)N=NC=2C=1.C(N(CC)CC)C.CCN=C=NCCCN(C)C.Cl. The product is [NH2:36][C:33]1[C:34]2[C:29](=[CH:28][CH:27]=[C:26]([CH2:25][NH:24][C:7]([C:6]3[CH:5]=[C:4]([CH3:10])[N:3]([CH2:11][C:12]4[N:13]=[C:14]([C:17]5[CH:22]=[CH:21][CH:20]=[CH:19][CH:18]=5)[S:15][CH:16]=4)[C:2]=3[CH3:1])=[O:8])[CH:35]=2)[CH:30]=[CH:31][N:32]=1. The catalyst is C(Cl)Cl.C(Cl)(Cl)Cl. (4) The reactants are C([O:8][CH:9]([CH3:30])[CH2:10][CH2:11][C:12]1[O:13][C:14]2[C:23]3[CH:22]([CH2:24][CH2:25][NH:26][C:27](=[O:29])[CH3:28])[CH2:21][CH2:20][C:19]=3[CH:18]=[CH:17][C:15]=2[N:16]=1)C1C=CC=CC=1. The catalyst is CO.[C].[Pd]. The product is [OH:8][CH:9]([CH3:30])[CH2:10][CH2:11][C:12]1[O:13][C:14]2[C:23]3[CH:22]([CH2:24][CH2:25][NH:26][C:27](=[O:29])[CH3:28])[CH2:21][CH2:20][C:19]=3[CH:18]=[CH:17][C:15]=2[N:16]=1. The yield is 0.840. (5) The reactants are [F:1][C:2]1[CH:9]=[CH:8][CH:7]=[CH:6][C:3]=1[CH2:4][Br:5].[S:10]1[CH2:14][CH2:13][CH2:12][CH2:11]1. No catalyst specified. The product is [Br-:5].[F:1][C:2]1[CH:9]=[CH:8][CH:7]=[CH:6][C:3]=1[CH2:4][S+:10]1[CH2:14][CH2:13][CH2:12][CH2:11]1. The yield is 0.660. (6) The reactants are [OH:1]OS([O-])=O.[K+].[CH3:7][C:8]1([CH3:49])[N:12]([CH2:13][CH2:14][CH2:15][CH2:16][CH2:17][CH2:18][CH2:19][CH2:20][CH2:21][S:22]([CH2:24][CH2:25][CH2:26][C:27]([F:33])([F:32])[C:28]([F:31])([F:30])[F:29])=[O:23])[C:11](=[O:34])[N:10]([C:35]2[CH:40]=[CH:39][C:38]([N+:41]([O-:43])=[O:42])=[C:37]([C:44]([F:47])([F:46])[F:45])[CH:36]=2)[C:9]1=[O:48].O. The catalyst is C1COCC1. The product is [CH3:7][C:8]1([CH3:49])[N:12]([CH2:13][CH2:14][CH2:15][CH2:16][CH2:17][CH2:18][CH2:19][CH2:20][CH2:21][S:22]([CH2:24][CH2:25][CH2:26][C:27]([F:32])([F:33])[C:28]([F:31])([F:30])[F:29])(=[O:1])=[O:23])[C:11](=[O:34])[N:10]([C:35]2[CH:40]=[CH:39][C:38]([N+:41]([O-:43])=[O:42])=[C:37]([C:44]([F:46])([F:47])[F:45])[CH:36]=2)[C:9]1=[O:48]. The yield is 0.890.